This data is from Reaction yield outcomes from USPTO patents with 853,638 reactions. The task is: Predict the reaction yield, written as a fraction of the theoretical maximum amount of product (1.0 means a 100% yield; for example, 0.34 means a 34% yield). (1) The reactants are [CH2:1]([O:8][C:9]1[CH:14]=[CH:13][C:12]([C:15]([C:17]2[N:18]([S:29]([C:32]3[CH:38]=[CH:37][C:35]([CH3:36])=[CH:34][CH:33]=3)(=[O:31])=[O:30])[CH:19]=[CH:20][C:21]=2[N:22]2[CH:26]=[CH:25][CH:24]=[C:23]2[CH2:27][OH:28])=[O:16])=[C:11]([O:39][CH3:40])[CH:10]=1)[C:2]1[CH:7]=[CH:6][CH:5]=[CH:4][CH:3]=1. The catalyst is CS(C)=O. The product is [CH2:1]([O:8][C:9]1[CH:14]=[CH:13][C:12]([C:15]([C:17]2[N:18]([S:29]([C:32]3[CH:33]=[CH:34][C:35]([CH3:36])=[CH:37][CH:38]=3)(=[O:31])=[O:30])[CH:19]=[CH:20][C:21]=2[N:22]2[CH:26]=[CH:25][CH:24]=[C:23]2[CH:27]=[O:28])=[O:16])=[C:11]([O:39][CH3:40])[CH:10]=1)[C:2]1[CH:7]=[CH:6][CH:5]=[CH:4][CH:3]=1. The yield is 0.960. (2) The reactants are Cl[C:2]1[CH:7]=[CH:6][C:5]([NH:8][C:9]([NH:11][C:12]2[CH:17]=[CH:16][CH:15]=[C:14]([C:18]3[CH:23]=[CH:22][CH:21]=[C:20]([N:24]4[CH2:28][CH2:27][CH2:26][CH2:25]4)[N:19]=3)[CH:13]=2)=[O:10])=[CH:4][CH:3]=1.[O:29](C1C=C(C=CC=1)N)[C:30]1[CH:35]=[CH:34][CH:33]=[CH:32][CH:31]=1.CCN(C(C)C)C(C)C. The catalyst is CN(C=O)C. The product is [O:29]([C:3]1[CH:4]=[C:5]([NH:8][C:9]([NH:11][C:12]2[CH:17]=[CH:16][CH:15]=[C:14]([C:18]3[CH:23]=[CH:22][CH:21]=[C:20]([N:24]4[CH2:28][CH2:27][CH2:26][CH2:25]4)[N:19]=3)[CH:13]=2)=[O:10])[CH:6]=[CH:7][CH:2]=1)[C:30]1[CH:35]=[CH:34][CH:33]=[CH:32][CH:31]=1. The yield is 0.590. (3) The reactants are [C:1]12([O:10][C:9]3[CH:11]=[CH:12][CH:13]=[C:14]([C:15]([C@@H:17]4[CH2:22][CH2:21][CH2:20][N:19]([C:23]([O:25][C:26]([CH3:29])([CH3:28])[CH3:27])=[O:24])[CH2:18]4)=[O:16])[C:8]=3[O:7]1)[CH2:6][CH2:5][CH2:4][CH2:3][CH2:2]2. The catalyst is C1COCC1. The product is [OH:16][C@@:15]([C@@H:17]1[CH2:22][CH2:21][CH2:20][N:19]([C:23]([O:25][C:26]([CH3:29])([CH3:28])[CH3:27])=[O:24])[CH2:18]1)([C:14]1[C:8]2[O:7][C:1]3([CH2:2][CH2:3][CH2:4][CH2:5][CH2:6]3)[O:10][C:9]=2[CH:11]=[CH:12][CH:13]=1)[CH2:4][CH2:3][CH2:2][CH2:1][O:7][CH3:8]. The yield is 0.560. (4) The reactants are [C:1](O)(=[O:11])[C:2]1[C:3](=[CH:7][CH:8]=[CH:9][CH:10]=1)[C:4](O)=[O:5].[H-].[H-].[H-].[H-].[Li+].[Al+3].O.[OH-].[Na+]. The catalyst is C1COCC1. The product is [C:2]1([CH2:1][OH:11])[CH:10]=[CH:9][CH:8]=[CH:7][C:3]=1[CH2:4][OH:5]. The yield is 0.920. (5) The reactants are O[C:2]1([C:13]2[S:14][C:15]([C:18]3[CH:23]=[C:22]([NH:24][C:25]4[N:30]=[C:29]([C:31]([F:34])([F:33])[F:32])[CH:28]=[CH:27][N:26]=4)[CH:21]=[C:20]([CH3:35])[CH:19]=3)=[CH:16][N:17]=2)[CH2:7][CH2:6][CH:5]([C:8]([O:10][CH2:11][CH3:12])=[O:9])[CH2:4][CH2:3]1.CS(O)(=O)=O.O=P12OP3(OP(OP(O3)(O1)=O)(=O)O2)=O.C(=O)(O)[O-].[Na+]. No catalyst specified. The product is [CH3:35][C:20]1[CH:19]=[C:18]([C:15]2[S:14][C:13]([C:2]3[CH2:7][CH2:6][CH:5]([C:8]([O:10][CH2:11][CH3:12])=[O:9])[CH2:4][CH:3]=3)=[N:17][CH:16]=2)[CH:23]=[C:22]([NH:24][C:25]2[N:30]=[C:29]([C:31]([F:34])([F:33])[F:32])[CH:28]=[CH:27][N:26]=2)[CH:21]=1. The yield is 0.820. (6) The product is [NH2:11][C:10]1[NH:15][N:14]=[C:8]([C:3]2[CH:4]=[CH:5][CH:6]=[CH:7][C:2]=2[Br:1])[CH:9]=1. The reactants are [Br:1][C:2]1[CH:7]=[CH:6][CH:5]=[CH:4][C:3]=1[C:8](=O)[CH2:9][C:10]#[N:11].O.[NH2:14][NH2:15]. The yield is 0.700. The catalyst is CCO. (7) The reactants are [CH3:1][O:2][C:3]([C:5]1[CH:13]=[C:12]2[C:8]([C:9]([CH3:14])=[N:10][NH:11]2)=[CH:7][CH:6]=1)=[O:4].[H-].[Na+].[Cl:17][C:18]1[CH:25]=[C:24]([Cl:26])[CH:23]=[CH:22][C:19]=1[CH2:20]Cl. The catalyst is CN(C)C=O. The product is [Cl:17][C:18]1[CH:25]=[C:24]([Cl:26])[CH:23]=[CH:22][C:19]=1[CH2:20][N:11]1[C:12]2[C:8](=[CH:7][CH:6]=[C:5]([C:3]([O:2][CH3:1])=[O:4])[CH:13]=2)[C:9]([CH3:14])=[N:10]1. The yield is 0.740.